Dataset: Reaction yield outcomes from USPTO patents with 853,638 reactions. Task: Predict the reaction yield, written as a fraction of the theoretical maximum amount of product (1.0 means a 100% yield; for example, 0.34 means a 34% yield). (1) The reactants are [Br:1][C:2]1[CH:9]=[CH:8][C:5]([C:6]#[N:7])=[C:4]([OH:10])[CH:3]=1.C1(=O)O[CH2:14][CH2:13][O:12]1.C(=O)([O-])[O-].[K+].[K+]. The catalyst is CN(C=O)C. The product is [Br:1][C:2]1[CH:9]=[CH:8][C:5]([C:6]#[N:7])=[C:4]([O:10][CH2:14][CH2:13][OH:12])[CH:3]=1. The yield is 0.560. (2) The reactants are [NH:1]1[C:5]2[CH2:6][CH2:7][CH2:8][CH2:9][C:4]=2[N:3]=[C:2]1[CH2:10][N:11]([CH:27]1[C:36]2[N:35]=[CH:34][CH:33]=[CH:32][C:31]=2[CH2:30][CH2:29][CH2:28]1)[CH2:12][CH2:13][CH2:14][CH2:15][N:16]1C(=O)C2C(=CC=CC=2)C1=O.O.NN. The catalyst is C(O)C. The product is [NH:1]1[C:5]2[CH2:6][CH2:7][CH2:8][CH2:9][C:4]=2[N:3]=[C:2]1[CH2:10][N:11]([CH:27]1[C:36]2[N:35]=[CH:34][CH:33]=[CH:32][C:31]=2[CH2:30][CH2:29][CH2:28]1)[CH2:12][CH2:13][CH2:14][CH2:15][NH2:16]. The yield is 0.580. (3) The reactants are S(Cl)([Cl:3])=O.[CH3:5][O:6][C:7]1[CH:8]=[C:9]([CH:13]=[CH:14][N:15]=1)[C:10](O)=[O:11]. The catalyst is C1(C)C=CC=CC=1. The product is [CH3:5][O:6][C:7]1[CH:8]=[C:9]([CH:13]=[CH:14][N:15]=1)[C:10]([Cl:3])=[O:11]. The yield is 0.460.